This data is from Forward reaction prediction with 1.9M reactions from USPTO patents (1976-2016). The task is: Predict the product of the given reaction. (1) Given the reactants [C:1]([NH:5][C:6]([C:8]1[C:16]2[C:11](=[N:12][CH:13]=[C:14]([C:17]3[C:25]4[C:20](=[CH:21][CH:22]=[C:23]([O:26][CH:27]([F:29])[F:28])[CH:24]=4)[N:19]([CH2:30][CH2:31][CH2:32][OH:33])[N:18]=3)[N:15]=2)[N:10](COCC[Si](C)(C)C)[CH:9]=1)=[O:7])([CH3:4])([CH3:3])[CH3:2].C(O)(C(F)(F)F)=O, predict the reaction product. The product is: [C:1]([NH:5][C:6]([C:8]1[C:16]2[C:11](=[N:12][CH:13]=[C:14]([C:17]3[C:25]4[C:20](=[CH:21][CH:22]=[C:23]([O:26][CH:27]([F:28])[F:29])[CH:24]=4)[N:19]([CH2:30][CH2:31][CH2:32][OH:33])[N:18]=3)[N:15]=2)[NH:10][CH:9]=1)=[O:7])([CH3:4])([CH3:3])[CH3:2]. (2) Given the reactants C([Si](C)(C)[O:6][CH:7]([CH2:13][C:14](=[O:39])/[CH:15]=[CH:16]/[C:17]1([C:31]2[CH:36]=[CH:35][CH:34]=[C:33]([O:37][CH3:38])[CH:32]=2)[CH2:22][CH2:21][N:20]([C:23]2[CH:28]=[CH:27][CH:26]=[CH:25][C:24]=2[O:29][CH3:30])[CH2:19][CH2:18]1)[CH2:8][C:9]([O:11][CH3:12])=[O:10])(C)(C)C.F.C(=O)([O-])O.[Na+], predict the reaction product. The product is: [OH:6][CH:7]([CH2:13][C:14](=[O:39])/[CH:15]=[CH:16]/[C:17]1([C:31]2[CH:36]=[CH:35][CH:34]=[C:33]([O:37][CH3:38])[CH:32]=2)[CH2:22][CH2:21][N:20]([C:23]2[CH:28]=[CH:27][CH:26]=[CH:25][C:24]=2[O:29][CH3:30])[CH2:19][CH2:18]1)[CH2:8][C:9]([O:11][CH3:12])=[O:10]. (3) Given the reactants [F:1][C:2]1[CH:7]=[CH:6][C:5]([C:8]#[C:9][C@:10]2([OH:17])[CH2:14][CH2:13][N:12]([CH3:15])[C:11]2=[O:16])=[CH:4][C:3]=1[N:18]1[C:22]2[CH2:23][CH2:24][CH2:25][C:21]=2[C:20]([C:26]([O:28]CC)=O)=[N:19]1.[NH3:31], predict the reaction product. The product is: [F:1][C:2]1[CH:7]=[CH:6][C:5]([C:8]#[C:9][C@:10]2([OH:17])[CH2:14][CH2:13][N:12]([CH3:15])[C:11]2=[O:16])=[CH:4][C:3]=1[N:18]1[C:22]2[CH2:23][CH2:24][CH2:25][C:21]=2[C:20]([C:26]([NH2:31])=[O:28])=[N:19]1. (4) Given the reactants [C:1]1([C:11](OCC)=[O:12])([C:4]([O:6][C:7]([CH3:10])([CH3:9])[CH3:8])=[O:5])[CH2:3][CH2:2]1.[H-].C(O[Al](OC(C)(C)C)OC(C)(C)C)(C)(C)C.[Li+], predict the reaction product. The product is: [OH:12][CH2:11][C:1]1([C:4]([O:6][C:7]([CH3:10])([CH3:9])[CH3:8])=[O:5])[CH2:2][CH2:3]1. (5) Given the reactants [NH2:1][CH2:2][C:3]1([OH:20])[C:11]2[C:6](=[CH:7][C:8]([O:12][CH2:13][C:14]3[CH:19]=[CH:18][CH:17]=[CH:16][CH:15]=3)=[CH:9][CH:10]=2)[CH2:5][CH2:4]1.CCN(CC)CC.[Cl:28][CH2:29][C:30](Cl)=[O:31], predict the reaction product. The product is: [CH2:13]([O:12][C:8]1[CH:7]=[C:6]2[C:11](=[CH:10][CH:9]=1)[C:3]([CH2:2][NH:1][C:30](=[O:31])[CH2:29][Cl:28])([OH:20])[CH2:4][CH2:5]2)[C:14]1[CH:15]=[CH:16][CH:17]=[CH:18][CH:19]=1.